From a dataset of Full USPTO retrosynthesis dataset with 1.9M reactions from patents (1976-2016). Predict the reactants needed to synthesize the given product. (1) Given the product [Br:1][C:2]1[CH:7]=[CH:6][C:5]([C:8]2([OH:19])[CH2:11][CH:10]([C:12]([OH:14])=[O:13])[CH2:9]2)=[CH:4][C:3]=1[F:20], predict the reactants needed to synthesize it. The reactants are: [Br:1][C:2]1[CH:7]=[CH:6][C:5]([C:8]2([OH:19])[CH2:11][CH:10]([C:12]([O:14]C(C)(C)C)=[O:13])[CH2:9]2)=[CH:4][C:3]=1[F:20]. (2) The reactants are: [CH3:1][C:2]1[N:29]=[C:5]2[NH:6][C:7](=[O:28])[C:8]([CH2:13][C:14]3[CH:19]=[CH:18][C:17]([C:20]4[C:21]([C:26]#[N:27])=[CH:22][CH:23]=[CH:24][CH:25]=4)=[CH:16][CH:15]=3)=[C:9]([CH2:10][CH2:11][CH3:12])[N:4]2[N:3]=1.Br[CH2:31][C:32]([CH3:43])([CH3:42])[CH2:33][O:34][Si:35]([C:38]([CH3:41])([CH3:40])[CH3:39])([CH3:37])[CH3:36].C(=O)([O-])[O-].[Cs+].[Cs+].CN(C)C(=O)C. Given the product [Si:35]([O:34][CH2:33][C:32]([CH3:43])([CH3:42])[CH2:31][N:6]1[C:7](=[O:28])[C:8]([CH2:13][C:14]2[CH:19]=[CH:18][C:17]([C:20]3[C:21]([C:26]#[N:27])=[CH:22][CH:23]=[CH:24][CH:25]=3)=[CH:16][CH:15]=2)=[C:9]([CH2:10][CH2:11][CH3:12])[N:4]2[N:3]=[C:2]([CH3:1])[N:29]=[C:5]12)([C:38]([CH3:39])([CH3:40])[CH3:41])([CH3:36])[CH3:37], predict the reactants needed to synthesize it. (3) The reactants are: B.CB1[N:7]2[CH2:8][CH2:9][CH2:10][C@@H]2C(C2C=CC=CC=2)(C2C=CC=CC=2)O1.[Cl:23][CH2:24][CH2:25]C(C1C=CON=1)=O.[CH3:33][OH:34].[O:35]1CCCC1. Given the product [Cl:23][CH2:24][CH2:25][C@@H:33]([C:10]1[O:35][N:7]=[CH:8][CH:9]=1)[OH:34], predict the reactants needed to synthesize it.